From a dataset of Peptide-MHC class II binding affinity with 134,281 pairs from IEDB. Regression. Given a peptide amino acid sequence and an MHC pseudo amino acid sequence, predict their binding affinity value. This is MHC class II binding data. The MHC is DRB1_0401 with pseudo-sequence DRB1_0401. The peptide sequence is MAAHKFMVAMFLAVA. The binding affinity (normalized) is 0.387.